From a dataset of Buchwald-Hartwig C-N cross coupling reaction yields with 55,370 reactions. Predict the reaction yield, written as a fraction of the theoretical maximum amount of product (1.0 means a 100% yield; for example, 0.34 means a 34% yield). (1) The reactants are Brc1ccccn1.Cc1ccc(N)cc1.O=S(=O)(O[Pd]1c2ccccc2-c2ccccc2N~1)C(F)(F)F.CC(C)c1cc(C(C)C)c(-c2ccccc2P(C2CCCCC2)C2CCCCC2)c(C(C)C)c1.CCN=P(N=P(N(C)C)(N(C)C)N(C)C)(N(C)C)N(C)C.CCOC(=O)c1ccon1. No catalyst specified. The product is Cc1ccc(Nc2ccccn2)cc1. The yield is 0. (2) The reactants are Ic1cccnc1.Cc1ccc(N)cc1.O=S(=O)(O[Pd]1c2ccccc2-c2ccccc2N~1)C(F)(F)F.COc1ccc(OC)c(P(C(C)(C)C)C(C)(C)C)c1-c1c(C(C)C)cc(C(C)C)cc1C(C)C.CCN=P(N=P(N(C)C)(N(C)C)N(C)C)(N(C)C)N(C)C.COC(=O)c1cc(-c2ccco2)on1. No catalyst specified. The product is Cc1ccc(Nc2cccnc2)cc1. The yield is 0.499. (3) The reactants are Brc1ccccn1.Cc1ccc(N)cc1.O=S(=O)(O[Pd]1c2ccccc2-c2ccccc2N~1)C(F)(F)F.COc1ccc(OC)c(P(C(C)(C)C)C(C)(C)C)c1-c1c(C(C)C)cc(C(C)C)cc1C(C)C.CCN=P(N=P(N(C)C)(N(C)C)N(C)C)(N(C)C)N(C)C.c1ccc(CN(Cc2ccccc2)c2ccno2)cc1. No catalyst specified. The product is Cc1ccc(Nc2ccccn2)cc1. The yield is 0.472. (4) The reactants are CCc1ccc(Cl)cc1.Cc1ccc(N)cc1.O=S(=O)(O[Pd]1c2ccccc2-c2ccccc2N~1)C(F)(F)F.CC(C)c1cc(C(C)C)c(-c2ccccc2P(C2CCCCC2)C2CCCCC2)c(C(C)C)c1.CCN=P(N=P(N(C)C)(N(C)C)N(C)C)(N(C)C)N(C)C.c1ccc(CN(Cc2ccccc2)c2ccno2)cc1. No catalyst specified. The product is CCc1ccc(Nc2ccc(C)cc2)cc1. The yield is 0.0973. (5) The reactants are COc1ccc(Br)cc1.Cc1ccc(N)cc1.O=S(=O)(O[Pd]1c2ccccc2-c2ccccc2N~1)C(F)(F)F.COc1ccc(OC)c(P([C@]23C[C@H]4C[C@H](C[C@H](C4)C2)C3)[C@]23C[C@H]4C[C@H](C[C@H](C4)C2)C3)c1-c1c(C(C)C)cc(C(C)C)cc1C(C)C.CN1CCCN2CCCN=C12.CCOC(=O)c1cc(C)on1. No catalyst specified. The product is COc1ccc(Nc2ccc(C)cc2)cc1. The yield is 0.552.